From a dataset of Peptide-MHC class II binding affinity with 134,281 pairs from IEDB. Regression. Given a peptide amino acid sequence and an MHC pseudo amino acid sequence, predict their binding affinity value. This is MHC class II binding data. The peptide sequence is YEGQRVVFIQPSPVRD. The MHC is HLA-DQA10101-DQB10501 with pseudo-sequence HLA-DQA10101-DQB10501. The binding affinity (normalized) is 0.159.